This data is from Full USPTO retrosynthesis dataset with 1.9M reactions from patents (1976-2016). The task is: Predict the reactants needed to synthesize the given product. (1) Given the product [C:10]([C:14]1[N:18]([CH2:19][CH:20]2[CH2:25][CH2:24][O:23][CH2:22][CH2:21]2)[C:17]2[CH:26]=[CH:27][C:28]([S:30]([N:33]3[CH:37]=[CH:36][C:35]([C:38]([NH:44][CH2:43][CH2:41][OH:42])=[O:40])=[CH:34]3)(=[O:31])=[O:32])=[CH:29][C:16]=2[N:15]=1)([CH3:11])([CH3:12])[CH3:13], predict the reactants needed to synthesize it. The reactants are: CCN(C(C)C)C(C)C.[C:10]([C:14]1[N:18]([CH2:19][CH:20]2[CH2:25][CH2:24][O:23][CH2:22][CH2:21]2)[C:17]2[CH:26]=[CH:27][C:28]([S:30]([N:33]3[CH:37]=[CH:36][C:35]([C:38]([OH:40])=O)=[CH:34]3)(=[O:32])=[O:31])=[CH:29][C:16]=2[N:15]=1)([CH3:13])([CH3:12])[CH3:11].[CH2:41]([CH2:43][NH2:44])[OH:42].CN(C(ON1N=NC2C=CC=NC1=2)=[N+](C)C)C.F[P-](F)(F)(F)(F)F. (2) Given the product [Cl:1][C:2]1[CH:7]=[CH:6][C:5]([C@H:8]([N:20]2[CH2:21][CH:22]([C@@H:24]([C:29]3[CH:34]=[C:33]([F:35])[CH:32]=[C:31]([C:36]#[N:37])[CH:30]=3)[C:25]([F:28])([CH3:26])[CH3:27])[CH2:23]2)[C:9]2[CH:10]=[C:11]([CH:17]=[CH:18][CH:19]=2)[C:12]([NH:38][NH2:39])=[O:14])=[CH:4][CH:3]=1, predict the reactants needed to synthesize it. The reactants are: [Cl:1][C:2]1[CH:7]=[CH:6][C:5]([C@H:8]([N:20]2[CH2:23][CH:22]([C@@H:24]([C:29]3[CH:34]=[C:33]([F:35])[CH:32]=[C:31]([C:36]#[N:37])[CH:30]=3)[C:25]([F:28])([CH3:27])[CH3:26])[CH2:21]2)[C:9]2[CH:10]=[C:11]([CH:17]=[CH:18][CH:19]=2)[C:12]([O:14]CC)=O)=[CH:4][CH:3]=1.[NH2:38][NH2:39].